From a dataset of Full USPTO retrosynthesis dataset with 1.9M reactions from patents (1976-2016). Predict the reactants needed to synthesize the given product. (1) Given the product [NH:1]1[C:9]2[C:4](=[CH:5][CH:6]=[CH:7][CH:8]=2)[C:3](/[CH:10]=[CH:15]/[C:14]([C:17]2[CH:22]=[CH:21][CH:20]=[CH:19][N:18]=2)=[O:16])=[CH:2]1, predict the reactants needed to synthesize it. The reactants are: [NH:1]1[C:9]2[C:4](=[CH:5][CH:6]=[CH:7][CH:8]=2)[C:3]([CH:10]=O)=[CH:2]1.CO.[C:14]([C:17]1[CH:22]=[CH:21][CH:20]=[CH:19][N:18]=1)(=[O:16])[CH3:15].N1CCCCC1. (2) Given the product [Cl:21][C:18]1[CH:19]=[C:20]2[C:15](=[CH:16][CH:17]=1)[N:14]([CH2:30][C:31]([O:33][C:34]([CH3:37])([CH3:36])[CH3:35])=[O:32])[C:13]([CH3:22])=[C:12]2[C:5]1[C:6]2[C:11](=[CH:10][CH:9]=[CH:8][CH:7]=2)[C:2]([Cl:1])=[N:3][N:4]=1, predict the reactants needed to synthesize it. The reactants are: [Cl:1][C:2]1[C:11]2[C:6](=[CH:7][CH:8]=[CH:9][CH:10]=2)[C:5]([C:12]2[C:20]3[C:15](=[CH:16][CH:17]=[C:18]([Cl:21])[CH:19]=3)[NH:14][C:13]=2[CH3:22])=[N:4][N:3]=1.C(=O)([O-])[O-].[K+].[K+].Br[CH2:30][C:31]([O:33][C:34]([CH3:37])([CH3:36])[CH3:35])=[O:32].O. (3) Given the product [CH2:1]([CH:8]1[CH2:9][CH2:10][N:11]([C:14](=[O:18])[C:15]([NH:19][C:20]2[CH:25]=[CH:24][C:23]([OH:26])=[CH:22][CH:21]=2)=[O:17])[CH2:12][CH2:13]1)[C:2]1[CH:3]=[CH:4][CH:5]=[CH:6][CH:7]=1, predict the reactants needed to synthesize it. The reactants are: [CH2:1]([CH:8]1[CH2:13][CH2:12][N:11]([C:14](=[O:18])[C:15]([OH:17])=O)[CH2:10][CH2:9]1)[C:2]1[CH:7]=[CH:6][CH:5]=[CH:4][CH:3]=1.[NH2:19][C:20]1[CH:25]=[CH:24][C:23]([OH:26])=[CH:22][CH:21]=1. (4) Given the product [CH3:17][N:5]1[C:6]([C:7]2[CH:8]=[C:9]3[C:14](=[CH:15][CH:16]=2)[N:13]=[CH:12][CH:11]=[N:10]3)=[C:2]([C:22]2[CH:23]=[CH:24][S:20][CH:21]=2)[C:3](=[O:19])[N:4]1[CH3:18], predict the reactants needed to synthesize it. The reactants are: Br[C:2]1[C:3](=[O:19])[N:4]([CH3:18])[N:5]([CH3:17])[C:6]=1[C:7]1[CH:8]=[C:9]2[C:14](=[CH:15][CH:16]=1)[N:13]=[CH:12][CH:11]=[N:10]2.[S:20]1[CH:24]=[CH:23][C:22](B(O)O)=[CH:21]1.ClCCl.C(=O)([O-])[O-].[Na+].[Na+]. (5) Given the product [CH3:1][O:2][C:3]1[CH:19]=[CH:18][C:6]([CH2:7][N:8]2[CH2:13][CH2:12][CH2:11][C@H:10]([CH3:14])[C@@H:9]2[CH2:15][NH2:17])=[CH:5][CH:4]=1, predict the reactants needed to synthesize it. The reactants are: [CH3:1][O:2][C:3]1[CH:19]=[CH:18][C:6]([CH2:7][N:8]2[CH2:13][CH2:12][CH2:11][C@H:10]([CH3:14])[C@@H:9]2[C:15]([NH2:17])=O)=[CH:5][CH:4]=1.[H-].[H-].[H-].[H-].[Li+].[Al+3]. (6) The reactants are: [CH:1]1([NH:4][C:5]2[C:10]([C:11]([NH2:13])=[O:12])=[CH:9][N:8]=[C:7]([NH:14][C:15]3[CH:20]=[CH:19][C:18]([CH:21]4[CH2:26][CH2:25][N:24]([CH:27]([CH3:29])[CH3:28])[CH2:23][CH2:22]4)=[CH:17][CH:16]=3)[N:6]=2)[CH2:3][CH2:2]1.[CH:30]1([N:33]2[CH2:38]CC(=O)C[CH2:34]2)[CH2:32][CH2:31]1. Given the product [CH:30]1([N:33]2[CH2:38][CH2:29][CH:27]([N:24]3[CH2:25][CH2:26][CH:21]([C:18]4[CH:19]=[CH:20][C:15]([NH:14][C:7]5[N:6]=[C:5]([NH:4][CH:1]6[CH2:3][CH2:2]6)[C:10]([C:11]([NH2:13])=[O:12])=[CH:9][N:8]=5)=[CH:16][CH:17]=4)[CH2:22][CH2:23]3)[CH2:28][CH2:34]2)[CH2:32][CH2:31]1, predict the reactants needed to synthesize it. (7) The reactants are: [BH4-].[Na+].[I:3][C:4]1[CH:5]=[N:6][N:7]([CH3:11])[C:8]=1[CH:9]=[O:10].[Cl-].[NH4+]. Given the product [I:3][C:4]1[CH:5]=[N:6][N:7]([CH3:11])[C:8]=1[CH2:9][OH:10], predict the reactants needed to synthesize it.